From a dataset of Forward reaction prediction with 1.9M reactions from USPTO patents (1976-2016). Predict the product of the given reaction. (1) Given the reactants [Br:1][C:2]1[CH:3]=[CH:4][C:5]([F:24])=[C:6]([C@:8]([NH:17][S@:18]([C:20]([CH3:23])([CH3:22])[CH3:21])=[O:19])([CH:14]([F:16])[F:15])[CH2:9][C:10](OC)=[O:11])[CH:7]=1.[BH4-].[Li+].C(OCC)(=O)C.[NH4+].[Cl-], predict the reaction product. The product is: [Br:1][C:2]1[CH:3]=[CH:4][C:5]([F:24])=[C:6]([C@@:8]([NH:17][S@:18]([C:20]([CH3:22])([CH3:21])[CH3:23])=[O:19])([CH2:9][CH2:10][OH:11])[CH:14]([F:16])[F:15])[CH:7]=1. (2) Given the reactants [F:1][C:2]1[CH:3]=[C:4]([C:12]2[CH:22]=[C:21]([C:23](O)=[O:24])[C:15]3[O:16][CH2:17][CH2:18][CH2:19][CH2:20][C:14]=3[CH:13]=2)[CH:5]=[C:6]([C:8](=[O:11])[NH:9][CH3:10])[CH:7]=1.[CH2:26]([O:28][C:29](=[O:46])[C:30](CC)([NH2:43])[CH2:31][C:32]1[C:40]2[C:35](=[C:36]([F:42])[CH:37]=[C:38]([F:41])[CH:39]=2)[NH:34][CH:33]=1)[CH3:27].C(Cl)CCl.C1C=CC2N(O)N=NC=2C=1, predict the reaction product. The product is: [CH2:26]([O:28][C:29](=[O:46])[CH:30]([NH:43][C:23]([C:21]1[C:15]2[O:16][CH2:17][CH2:18][CH2:19][CH2:20][C:14]=2[CH:13]=[C:12]([C:4]2[CH:5]=[C:6]([C:8](=[O:11])[NH:9][CH3:10])[CH:7]=[C:2]([F:1])[CH:3]=2)[CH:22]=1)=[O:24])[CH2:31][C:32]1[C:40]2[C:35](=[C:36]([F:42])[CH:37]=[C:38]([F:41])[CH:39]=2)[NH:34][CH:33]=1)[CH3:27]. (3) The product is: [CH2:1]([O:8][C:9]([N:11]1[CH:12]2[CH2:13][CH2:14][CH2:15][CH:16]1[C:17](=[O:19])[N:29]([CH2:28][C:27]1[CH:30]=[CH:31][C:24]([F:23])=[CH:25][CH:26]=1)[C:20]2=[O:22])=[O:10])[C:2]1[CH:3]=[CH:4][CH:5]=[CH:6][CH:7]=1. Given the reactants [CH2:1]([O:8][C:9]([N:11]1[CH:16]([C:17]([OH:19])=O)[CH2:15][CH2:14][CH2:13][CH:12]1[C:20]([OH:22])=O)=[O:10])[C:2]1[CH:7]=[CH:6][CH:5]=[CH:4][CH:3]=1.[F:23][C:24]1[CH:31]=[CH:30][C:27]([CH2:28][NH2:29])=[CH:26][CH:25]=1.C(=O)([O-])O.[Na+], predict the reaction product. (4) The product is: [O:19]=[C:13]1[CH:12]([N:6]2[CH2:5][C:4]3[C:8](=[CH:9][CH:10]=[C:2]([C:20]#[N:21])[CH:3]=3)[C:7]2=[O:11])[CH2:17][CH2:16][C:15](=[O:18])[NH:14]1. Given the reactants Br[C:2]1[CH:3]=[C:4]2[C:8](=[CH:9][CH:10]=1)[C:7](=[O:11])[N:6]([CH:12]1[CH2:17][CH2:16][C:15](=[O:18])[NH:14][C:13]1=[O:19])[CH2:5]2.[CH3:20][N:21](C=O)C, predict the reaction product. (5) Given the reactants C1(P(C2C=CC=CC=2)C2C=CC=CC=2)C=CC=CC=1.[N:20]([C@H:23]1[C@@H:27]([C:28]2[CH:33]=[CH:32][C:31]([F:34])=[CH:30][CH:29]=2)[CH2:26][O:25][CH2:24]1)=[N+]=[N-].N.Cl, predict the reaction product. The product is: [F:34][C:31]1[CH:32]=[CH:33][C:28]([C@H:27]2[CH2:26][O:25][CH2:24][C@H:23]2[NH2:20])=[CH:29][CH:30]=1. (6) The product is: [CH:54]([O:53][C:51](=[O:52])[N:1]([C:2]1[CH:3]=[CH:4][C:5]([C:8]2[CH:13]=[CH:12][C:11]([CH2:14][C:15]3[N:16]([C:28]4[CH:33]=[CH:32][C:31]([N:34]5[CH2:35][C:36](=[O:41])[NH:37][S:38]5(=[O:40])=[O:39])=[CH:30][CH:29]=4)[CH:17]=[C:18]([C:20]4[CH:25]=[CH:24][C:23]([Cl:26])=[CH:22][C:21]=4[Cl:27])[N:19]=3)=[CH:10][CH:9]=2)=[CH:6][CH:7]=1)[CH2:43][C:44]1[CH:48]=[C:47]([CH3:49])[O:46][N:45]=1)([CH3:56])[CH3:55]. Given the reactants [NH2:1][C:2]1[CH:7]=[CH:6][C:5]([C:8]2[CH:13]=[CH:12][C:11]([CH2:14][C:15]3[N:16]([C:28]4[CH:33]=[CH:32][C:31]([N:34]5[S:38](=[O:40])(=[O:39])[NH:37][C:36](=[O:41])[CH2:35]5)=[CH:30][CH:29]=4)[CH:17]=[C:18]([C:20]4[CH:25]=[CH:24][C:23]([Cl:26])=[CH:22][C:21]=4[Cl:27])[N:19]=3)=[CH:10][CH:9]=2)=[CH:4][CH:3]=1.Br[CH2:43][C:44]1[CH:48]=[C:47]([CH3:49])[O:46][N:45]=1.Cl[C:51]([O:53][CH:54]([CH3:56])[CH3:55])=[O:52], predict the reaction product.